Dataset: Full USPTO retrosynthesis dataset with 1.9M reactions from patents (1976-2016). Task: Predict the reactants needed to synthesize the given product. (1) Given the product [Br:7][C:8]1[CH:9]=[C:10]2[C:15](=[CH:16][C:17]=1[O:18][CH3:19])[O:14][C:13]([CH3:21])([CH3:20])[CH:12]=[C:11]2[C:1]([CH3:4])([CH3:3])[CH3:2], predict the reactants needed to synthesize it. The reactants are: [C:1]([Mg]Cl)([CH3:4])([CH3:3])[CH3:2].[Br:7][C:8]1[CH:9]=[C:10]2[C:15](=[CH:16][C:17]=1[O:18][CH3:19])[O:14][C:13]([CH3:21])([CH3:20])[CH2:12][C:11]2=O.C1(C)C=CC(S(O)(=O)=O)=CC=1. (2) Given the product [C:16]([O:15][C:13]([N:10]1[CH2:11][CH2:12][CH:8]([C:5]2[CH:4]=[CH:3][C:2]([NH:1][C:56]([C:53]3[CH:52]=[CH:51][C:50]([Cl:49])=[CH:55][N:54]=3)=[O:57])=[CH:7][CH:6]=2)[CH2:9]1)=[O:14])([CH3:19])([CH3:18])[CH3:17], predict the reactants needed to synthesize it. The reactants are: [NH2:1][C:2]1[CH:7]=[CH:6][C:5]([CH:8]2[CH2:12][CH2:11][N:10]([C:13]([O:15][C:16]([CH3:19])([CH3:18])[CH3:17])=[O:14])[CH2:9]2)=[CH:4][CH:3]=1.CN1CCOCC1.CN(C(ON1N=NC2C=CC=CC1=2)=[N+](C)C)C.[B-](F)(F)(F)F.[Cl:49][C:50]1[CH:51]=[CH:52][C:53]([C:56](O)=[O:57])=[N:54][CH:55]=1. (3) The reactants are: Cl[C:2]1[C:7]2=[C:8]([CH3:12])[N:9]=[C:10]([CH3:11])[N:6]2[N:5]=[C:4]([C:13]2[CH:18]=[CH:17][CH:16]=[CH:15][CH:14]=2)[N:3]=1.Cl.Cl.[NH2:21][CH2:22][CH2:23][NH:24][C:25]1[CH:32]=[CH:31][C:28]([C:29]#[N:30])=[CH:27][N:26]=1.C(N(CC)C(C)C)(C)C. Given the product [CH3:12][C:8]1[N:9]=[C:10]([CH3:11])[N:6]2[C:7]=1[C:2]([NH:21][CH2:22][CH2:23][NH:24][C:25]1[CH:32]=[CH:31][C:28]([C:29]#[N:30])=[CH:27][N:26]=1)=[N:3][C:4]([C:13]1[CH:18]=[CH:17][CH:16]=[CH:15][CH:14]=1)=[N:5]2, predict the reactants needed to synthesize it. (4) Given the product [Cl:7][C:8]1[C:13]([N+:14]([O-:16])=[O:15])=[C:12]([NH:17][CH2:18][CH2:19][O:20][C:23](=[O:25])[CH3:24])[C:11]([CH3:21])=[C:10]([CH3:22])[N:9]=1, predict the reactants needed to synthesize it. The reactants are: N1C=CC=CC=1.[Cl:7][C:8]1[C:13]([N+:14]([O-:16])=[O:15])=[C:12]([NH:17][CH2:18][CH2:19][OH:20])[C:11]([CH3:21])=[C:10]([CH3:22])[N:9]=1.[C:23](OC(=O)C)(=[O:25])[CH3:24]. (5) The reactants are: Cl[C:2](Cl)([O:4]C(=O)OC(Cl)(Cl)Cl)Cl.[CH3:13][O:14][C:15]([C@H:17]1[CH2:22][CH2:21][C@H:20]([CH2:23][NH:24][C:25]2[CH:30]=[C:29]([O:31][CH3:32])[C:28]([F:33])=[CH:27][C:26]=2[NH2:34])[CH2:19][CH2:18]1)=[O:16].O. Given the product [CH3:13][O:14][C:15]([C@H:17]1[CH2:22][CH2:21][C@H:20]([CH2:23][N:24]2[C:25]3[CH:30]=[C:29]([O:31][CH3:32])[C:28]([F:33])=[CH:27][C:26]=3[NH:34][C:2]2=[O:4])[CH2:19][CH2:18]1)=[O:16], predict the reactants needed to synthesize it. (6) Given the product [S:18]1[C:19]2[CH:25]=[CH:24][CH:23]=[CH:22][C:20]=2[N:21]=[C:17]1[NH:16][C:15]1[NH:9][C:6]2[CH:7]=[CH:2][CH:3]=[CH:4][C:5]=2[N:10]=1, predict the reactants needed to synthesize it. The reactants are: [2H][C:2]1[C:7]([2H])=[C:6]([NH2:9])[C:5]([NH2:10])=[C:4]([2H])[C:3]=1[2H].C[SH-][C:15]([SH-]C)=[N:16][C:17]1[S:18][C:19]2[CH:25]=[CH:24][CH:23]=[CH:22][C:20]=2[N:21]=1.O. (7) Given the product [O:16]1[CH2:17][CH2:18][O:19][CH:15]1[CH2:14][CH2:13][O:12][C:11]1[C:10]([Cl:27])=[C:9]([CH:22]=[CH:21][C:20]=1[S:23]([CH3:26])(=[O:25])=[O:24])[C:28]([O:29][CH3:34])=[O:31], predict the reactants needed to synthesize it. The reactants are: C1(C)C=CC=CC=1.Br[C:9]1[C:10]([Cl:27])=[C:11]([C:20]([S:23]([CH3:26])(=[O:25])=[O:24])=[CH:21][CH:22]=1)[O:12][CH2:13][CH2:14][CH:15]1[O:19][CH2:18][CH2:17][O:16]1.[C:28](=[O:31])([O-])[O-:29].[K+].[K+].[C:34]1(P(C2C=CC=CC=2)CCCCP(C2C=CC=CC=2)C2C=CC=CC=2)C=CC=CC=1.[C]=O. (8) The reactants are: [F:1][C:2]1[CH:3]=[N:4][C:5]([NH:8][C:9]2[S:10][C:11]3[CH2:17][CH2:16][N:15]([CH2:18][CH2:19][CH2:20][N:21]4[CH2:26][CH2:25][O:24][CH2:23][CH2:22]4)[C:14]4=[N:27][N:28](CC5C=CC(OC)=CC=5)[CH:29]=[C:13]4[C:12]=3[N:39]=2)=[N:6][CH:7]=1.C([SiH](C(C)C)C(C)C)(C)C. Given the product [F:1][C:2]1[CH:3]=[N:4][C:5]([NH:8][C:9]2[S:10][C:11]3[CH2:17][CH2:16][N:15]([CH2:18][CH2:19][CH2:20][N:21]4[CH2:26][CH2:25][O:24][CH2:23][CH2:22]4)[C:14]4=[N:27][NH:28][CH:29]=[C:13]4[C:12]=3[N:39]=2)=[N:6][CH:7]=1, predict the reactants needed to synthesize it. (9) Given the product [OH:8][C@@H:9]1[C@@:26]2([CH3:27])[C:13](=[CH:14][CH:15]=[C:16]3[C@@H:25]2[CH2:24][CH2:23][C@@:21]2([CH3:22])[C@H:17]3[CH2:18][CH:19]=[C:20]2[CH2:28][O:29][CH2:30][C:31]#[C:32][C:33]([OH:36])([CH3:35])[CH3:34])[CH2:12][C@@H:11]([OH:44])[CH2:10]1, predict the reactants needed to synthesize it. The reactants are: [Si]([O:8][C@@H:9]1[C@@:26]2([CH3:27])[C:13](=[CH:14][CH:15]=[C:16]3[C@@H:25]2[CH2:24][CH2:23][C@@:21]2([CH3:22])[C@H:17]3[CH2:18][CH:19]=[C:20]2[CH2:28][O:29][CH2:30][C:31]#[C:32][C:33]([O:36][Si](CC)(CC)CC)([CH3:35])[CH3:34])[CH2:12][C@@H:11]([O:44][Si](C(C)(C)C)(C)C)[CH2:10]1)(C(C)(C)C)(C)C.O1CCCC1.[F-].C([N+](CCCC)(CCCC)CCCC)CCC. (10) Given the product [CH3:21][O:22][C:23]([C:25]1[N:26]=[C:27]([C:30]2[CH:35]=[CH:34][CH:33]=[C:32]([C:36]3[CH2:41][C:40](=[O:42])[NH:19][C:9]4[CH:10]=[C:11]([N:14]5[CH:18]=[CH:17][CH:16]=[CH:15]5)[CH:12]=[CH:13][C:8]=4[N:7]=3)[CH:31]=2)[O:28][CH:29]=1)=[O:24], predict the reactants needed to synthesize it. The reactants are: C(OC(=O)[NH:7][C:8]1[CH:13]=[CH:12][C:11]([N:14]2[CH:18]=[CH:17][CH:16]=[CH:15]2)=[CH:10][C:9]=1[NH2:19])(C)(C)C.[CH3:21][O:22][C:23]([C:25]1[N:26]=[C:27]([C:30]2[CH:35]=[CH:34][CH:33]=[C:32]([C:36]3OC(C)(C)O[C:40](=[O:42])[CH:41]=3)[CH:31]=2)[O:28][CH:29]=1)=[O:24].C(O)(C(F)(F)F)=O.